This data is from Peptide-MHC class I binding affinity with 185,985 pairs from IEDB/IMGT. The task is: Regression. Given a peptide amino acid sequence and an MHC pseudo amino acid sequence, predict their binding affinity value. This is MHC class I binding data. (1) The peptide sequence is SPTVWLSVI. The MHC is Patr-B1301 with pseudo-sequence Patr-B1301. The binding affinity (normalized) is 0.951. (2) The peptide sequence is TIPTNIPTL. The MHC is HLA-A26:01 with pseudo-sequence HLA-A26:01. The binding affinity (normalized) is 0.493. (3) The peptide sequence is ELAAHQKKIL. The MHC is HLA-A02:02 with pseudo-sequence HLA-A02:02. The binding affinity (normalized) is 0.0257. (4) The peptide sequence is SYPQFLAL. The MHC is H-2-Kb with pseudo-sequence H-2-Kb. The binding affinity (normalized) is 0.507. (5) The peptide sequence is AARNIVRRA. The MHC is HLA-A02:03 with pseudo-sequence HLA-A02:03. The binding affinity (normalized) is 0.481. (6) The peptide sequence is ATVKNVVLR. The MHC is HLA-A68:01 with pseudo-sequence HLA-A68:01. The binding affinity (normalized) is 0.592. (7) The peptide sequence is RRGLRMAKQN. The MHC is Mamu-B08 with pseudo-sequence Mamu-B08. The binding affinity (normalized) is 0.410. (8) The peptide sequence is VLSPLPSQA. The MHC is HLA-A02:01 with pseudo-sequence HLA-A02:01. The binding affinity (normalized) is 0.763. (9) The peptide sequence is TSETMYLTMK. The MHC is HLA-A33:01 with pseudo-sequence HLA-A33:01. The binding affinity (normalized) is 0.140. (10) The peptide sequence is RPRDRCARI. The MHC is HLA-B07:02 with pseudo-sequence HLA-B07:02. The binding affinity (normalized) is 0.834.